From a dataset of Reaction yield outcomes from USPTO patents with 853,638 reactions. Predict the reaction yield, written as a fraction of the theoretical maximum amount of product (1.0 means a 100% yield; for example, 0.34 means a 34% yield). The reactants are CC(OC(/N=N/C(OC(C)C)=O)=O)C.[OH:15][C:16]1[CH:17]=[C:18]([CH:24]2[CH2:28][NH:27][C:26](=[O:29])[CH2:25]2)[CH:19]=[CH:20][C:21]=1[O:22][CH3:23].[CH2:30](O)[CH:31]=[CH:32][C:33]1[CH:38]=[CH:37][CH:36]=[CH:35][CH:34]=1.C1(P(C2C=CC=CC=2)C2C=CC=CC=2)C=CC=CC=1. The catalyst is O1CCCC1. The product is [CH2:30]([O:15][C:16]1[CH:17]=[C:18]([CH:24]2[CH2:28][NH:27][C:26](=[O:29])[CH2:25]2)[CH:19]=[CH:20][C:21]=1[O:22][CH3:23])[CH:31]=[CH:32][C:33]1[CH:38]=[CH:37][CH:36]=[CH:35][CH:34]=1. The yield is 0.700.